Dataset: Catalyst prediction with 721,799 reactions and 888 catalyst types from USPTO. Task: Predict which catalyst facilitates the given reaction. Reactant: Cl[C:2]1[N:7]=[C:6]([N:8]2[CH2:12][CH2:11][C:10]([CH2:15][CH3:16])([C:13]#[N:14])[C:9]2=[O:17])[CH:5]=[CH:4][N:3]=1.[N:18]1([C:24]2[CH:30]=[CH:29][C:27]([NH2:28])=[CH:26][CH:25]=2)[CH2:23][CH2:22][O:21][CH2:20][CH2:19]1.C(O)(=O)C. Product: [CH2:15]([C:10]1([C:13]#[N:14])[CH2:11][CH2:12][N:8]([C:6]2[CH:5]=[CH:4][N:3]=[C:2]([NH:28][C:27]3[CH:26]=[CH:25][C:24]([N:18]4[CH2:23][CH2:22][O:21][CH2:20][CH2:19]4)=[CH:30][CH:29]=3)[N:7]=2)[C:9]1=[O:17])[CH3:16]. The catalyst class is: 51.